The task is: Predict the product of the given reaction.. This data is from Forward reaction prediction with 1.9M reactions from USPTO patents (1976-2016). Given the reactants Br[C:2]1[CH:7]=[CH:6][C:5]([C:8]2[O:9][CH2:10][C:11]([CH3:14])([CH3:13])[N:12]=2)=[CH:4][CH:3]=1.[Mg].[C:16]1([CH3:24])[C:17]([CH:22]=[O:23])=[CH:18][CH:19]=[CH:20][CH:21]=1, predict the reaction product. The product is: [CH3:24][C:16]1[CH:21]=[CH:20][CH:19]=[CH:18][C:17]=1[CH:22]([C:2]1[CH:7]=[CH:6][C:5]([C:8]2[O:9][CH2:10][C:11]([CH3:14])([CH3:13])[N:12]=2)=[CH:4][CH:3]=1)[OH:23].